This data is from Reaction yield outcomes from USPTO patents with 853,638 reactions. The task is: Predict the reaction yield, written as a fraction of the theoretical maximum amount of product (1.0 means a 100% yield; for example, 0.34 means a 34% yield). (1) The reactants are [NH2:1][C:2]1[CH:9]=[CH:8][C:5]([CH2:6][OH:7])=[CH:4][CH:3]=1.C(N(CC)C(C)C)(C)C.[C:19](Cl)(=[O:22])[CH:20]=[CH2:21].C(OCC)(=O)C. The product is [OH:7][CH2:6][C:5]1[CH:8]=[CH:9][C:2]([NH:1][C:19](=[O:22])[CH:20]=[CH2:21])=[CH:3][CH:4]=1. The yield is 0.985. The catalyst is ClCCl.O1CCCC1. (2) The reactants are C[O:2][C:3]([C:5]1[S:9][C:8]([N:10]2[C:14]3[CH:15]=[C:16]([O:21][CH3:22])[C:17]([O:19][CH3:20])=[CH:18][C:13]=3[N:12]=[CH:11]2)=[N:7][C:6]=1Br)=[O:4].[CH3:24][C:25]1[CH:30]=[CH:29][CH:28]=[CH:27][C:26]=1B(O)O. No catalyst specified. The product is [CH3:20][O:19][C:17]1[C:16]([O:21][CH3:22])=[CH:15][C:14]2[N:10]([C:8]3[S:9][C:5]([C:3]([OH:2])=[O:4])=[C:6]([C:26]4[CH:27]=[CH:28][CH:29]=[CH:30][C:25]=4[CH3:24])[N:7]=3)[CH:11]=[N:12][C:13]=2[CH:18]=1. The yield is 0.570. (3) The reactants are [C-:1]#[N:2].[Na+].S(=O)(=O)(O)O.[Br:9][C:10]1[CH:26]=[C:25]([CH2:27]Cl)[CH:24]=[C:23]([Br:29])[C:11]=1[CH2:12][C:13]1[CH:14]=[C:15]([CH:20]([CH3:22])[CH3:21])[C:16](=[O:19])[NH:17][N:18]=1. The catalyst is CS(C)=O. The product is [Br:9][C:10]1[CH:26]=[C:25]([CH2:27][C:1]#[N:2])[CH:24]=[C:23]([Br:29])[C:11]=1[CH2:12][C:13]1[CH:14]=[C:15]([CH:20]([CH3:22])[CH3:21])[C:16](=[O:19])[NH:17][N:18]=1. The yield is 0.670. (4) The reactants are [Cl:1][C:2]1[CH:7]=[C:6]([CH3:8])[CH:5]=[CH:4][C:3]=1[C:9](=[O:11])[CH3:10].ClC1C=CC=CC=1.[Br:19]N1C(=O)CCC1=O. The catalyst is C1(C)C=CC=CC=1.C(OOC(=O)C1C=CC=CC=1)(=O)C1C=CC=CC=1. The product is [Br:19][CH2:8][C:6]1[CH:5]=[CH:4][C:3]([C:9](=[O:11])[CH3:10])=[C:2]([Cl:1])[CH:7]=1. The yield is 0.700. (5) The reactants are Br.[NH2:2][C:3]1[C:4]([OH:17])=[C:5]([C:9]2[O:13][C:12]([C:14]([OH:16])=[O:15])=[CH:11][CH:10]=2)[CH:6]=[CH:7][CH:8]=1.[N:18]([O-])=O.[Na+].[CH3:22][C:23]1([CH3:39])[CH2:31][C:30]2[C:25](=[CH:26][CH:27]=[C:28]([N:32]3[C:36](=[O:37])[CH2:35][C:34]([CH3:38])=[N:33]3)[CH:29]=2)[CH2:24]1.C(=O)(O)[O-].[Na+]. The catalyst is Cl.C(O)C. The product is [CH3:22][C:23]1([CH3:39])[CH2:31][C:30]2[C:25](=[CH:26][CH:27]=[C:28]([N:32]3[C:36](=[O:37])[C:35](=[N:18][NH:2][C:3]4[C:4]([OH:17])=[C:5]([C:9]5[O:13][C:12]([C:14]([OH:16])=[O:15])=[CH:11][CH:10]=5)[CH:6]=[CH:7][CH:8]=4)[C:34]([CH3:38])=[N:33]3)[CH:29]=2)[CH2:24]1. The yield is 0.316. (6) The reactants are [NH2:1][C:2]1[C:9]([F:10])=[CH:8][C:5]([C:6]#N)=[C:4]([F:11])[C:3]=1[Br:12].C(O)=[O:14]. The catalyst is [Ni]. The product is [NH2:1][C:2]1[C:9]([F:10])=[CH:8][C:5]([CH:6]=[O:14])=[C:4]([F:11])[C:3]=1[Br:12]. The yield is 0.710. (7) The reactants are [Br:1][C:2]1[CH:3]=[C:4]([CH:7]=[CH:8][C:9]=1[OH:10])[CH:5]=[O:6].N1C=CN=C1.[C:16]([Si:20](Cl)([C:27]1[CH:32]=[CH:31][CH:30]=[CH:29][CH:28]=1)[C:21]1[CH:26]=[CH:25][CH:24]=[CH:23][CH:22]=1)([CH3:19])([CH3:18])[CH3:17].ClCCl. The catalyst is CN(C)C=O.O. The product is [Br:1][C:2]1[CH:3]=[C:4]([CH:7]=[CH:8][C:9]=1[O:10][Si:20]([C:16]([CH3:19])([CH3:18])[CH3:17])([C:27]1[CH:28]=[CH:29][CH:30]=[CH:31][CH:32]=1)[C:21]1[CH:26]=[CH:25][CH:24]=[CH:23][CH:22]=1)[CH:5]=[O:6]. The yield is 0.450.